Predict the reactants needed to synthesize the given product. From a dataset of Full USPTO retrosynthesis dataset with 1.9M reactions from patents (1976-2016). (1) Given the product [C:12]([C:16]1[CH:17]=[CH:18][C:19]([NH:22][C:8]([C:7]2[CH:6]=[C:5]([Cl:11])[N:4]=[N:3][C:2]=2[Cl:1])=[O:9])=[CH:20][CH:21]=1)([CH3:15])([CH3:13])[CH3:14], predict the reactants needed to synthesize it. The reactants are: [Cl:1][C:2]1[N:3]=[N:4][C:5]([Cl:11])=[CH:6][C:7]=1[C:8](O)=[O:9].[C:12]([C:16]1[CH:21]=[CH:20][C:19]([NH2:22])=[CH:18][CH:17]=1)([CH3:15])([CH3:14])[CH3:13].CCN(C(C)C)C(C)C.CN(C(ON1N=NC2C=CC=NC1=2)=[N+](C)C)C.F[P-](F)(F)(F)(F)F. (2) Given the product [CH2:21]([O:20][C:18]1[CH:17]=[CH:16][C:14]2[CH:15]=[C:11]([CH2:9][OH:8])[O:12][C:13]=2[CH:19]=1)[C:22]1[CH:23]=[CH:24][CH:25]=[CH:26][CH:27]=1, predict the reactants needed to synthesize it. The reactants are: O1CCCC1.C([O:8][C:9]([C:11]1[O:12][C:13]2[CH:19]=[C:18]([O:20][CH2:21][C:22]3[CH:27]=[CH:26][CH:25]=[CH:24][CH:23]=3)[CH:17]=[CH:16][C:14]=2[CH:15]=1)=O)C.[H-].[Al+3].[Li+].[H-].[H-].[H-].[OH-].[Na+]. (3) Given the product [CH:10]1([CH2:9][N:8]([CH2:13][C:14]2[CH:23]=[CH:22][C:17]([C:18]([O:20][CH3:21])=[O:19])=[CH:16][CH:15]=2)[C:6](=[O:7])[C:5]2[CH:24]=[CH:25][C:2]([O:33][C:31]3[CH:32]=[C:27]([F:26])[CH:28]=[CH:29][C:30]=3[O:34][CH3:35])=[CH:3][CH:4]=2)[CH2:12][CH2:11]1, predict the reactants needed to synthesize it. The reactants are: Br[C:2]1[CH:25]=[CH:24][C:5]([C:6]([N:8]([CH2:13][C:14]2[CH:23]=[CH:22][C:17]([C:18]([O:20][CH3:21])=[O:19])=[CH:16][CH:15]=2)[CH2:9][CH:10]2[CH2:12][CH2:11]2)=[O:7])=[CH:4][CH:3]=1.[F:26][C:27]1[CH:28]=[CH:29][C:30]([O:34][CH3:35])=[C:31]([OH:33])[CH:32]=1.